From a dataset of Catalyst prediction with 721,799 reactions and 888 catalyst types from USPTO. Predict which catalyst facilitates the given reaction. Reactant: [CH2:1]([CH:3]1[CH2:8][CH2:7][CH2:6][CH:5]([C:9]2[S:13][N:12]=[C:11](SC)[N:10]=2)[CH2:4]1)[CH3:2].Cl[C:17]1C=C(C=CC=1)C(OO)=O.[S:27]([O-:30])(O)=[O:28].[Na+]. Product: [CH3:17][S:27]([C:11]1[N:10]=[C:9]([CH:5]2[CH2:6][CH2:7][CH2:8][CH:3]([CH2:1][CH3:2])[CH2:4]2)[S:13][N:12]=1)(=[O:30])=[O:28]. The catalyst class is: 22.